Dataset: Catalyst prediction with 721,799 reactions and 888 catalyst types from USPTO. Task: Predict which catalyst facilitates the given reaction. (1) Reactant: [F:1][C:2]1[CH:16]=[CH:15][C:5]2[N:6]([CH:12]([CH3:14])[CH3:13])[C:7](=[O:11])[CH2:8][CH2:9][O:10][C:4]=2[CH:3]=1.CN(C)CCN(C)C.[I:25][Si](C)(C)C.II. Product: [F:1][C:2]1[CH:16]=[CH:15][C:5]2[N:6]([CH:12]([CH3:13])[CH3:14])[C:7](=[O:11])[CH:8]([I:25])[CH2:9][O:10][C:4]=2[CH:3]=1. The catalyst class is: 46. (2) Reactant: [Cl:1][C:2]1[CH:3]=[CH:4][C:5]2[NH:11][C:10](=O)[C@@H:9]([CH2:13][C:14]([O:16][CH2:17][CH3:18])=[O:15])[S:8][C@H:7]([C:19]3[C:27]4[O:26][CH2:25][CH2:24][C:23]=4[CH:22]=[CH:21][CH:20]=3)[C:6]=2[CH:28]=1.COC1C=CC(P2(SP(C3C=CC(OC)=CC=3)(=S)S2)=[S:38])=CC=1. Product: [Cl:1][C:2]1[CH:3]=[CH:4][C:5]2[NH:11][C:10](=[S:38])[C@@H:9]([CH2:13][C:14]([O:16][CH2:17][CH3:18])=[O:15])[S:8][C@H:7]([C:19]3[C:27]4[O:26][CH2:25][CH2:24][C:23]=4[CH:22]=[CH:21][CH:20]=3)[C:6]=2[CH:28]=1. The catalyst class is: 11.